Dataset: Forward reaction prediction with 1.9M reactions from USPTO patents (1976-2016). Task: Predict the product of the given reaction. (1) Given the reactants [CH3:1]OC1C=C(C)C(S(Cl)(=O)=O)=C(C)C=1.Cl.[NH:16]1[CH2:21][CH2:20][CH2:19][CH2:18][CH:17]1[CH2:22][CH2:23][CH2:24][C:25]([O:27][CH3:28])=[O:26].C1C=CC(P(C2C=CC=CC=2)C2C=CC=CC=2)=CC=1.[CH3:60][CH:59]([O:58][C:56](/N=N/[C:56]([O:58][CH:59]([CH3:61])[CH3:60])=[O:57])=[O:57])[CH3:61], predict the reaction product. The product is: [C:59]([O:58][C:56]([N:16]1[CH2:21][CH2:20][CH2:19][CH2:18][CH:17]1[CH2:22][CH2:23][CH2:24][C:25]([O:27][CH3:28])=[O:26])=[O:57])([CH3:61])([CH3:1])[CH3:60]. (2) The product is: [CH:40]([C:36]1[CH:37]=[CH:38][CH:39]=[C:33]([CH:30]([CH3:32])[CH3:31])[C:34]=1/[N:35]=[CH:1]/[C:3]1[N:8]=[C:7]([C:9]2[CH:29]=[CH:28][CH:27]=[CH:26][C:10]=2[CH2:11][N:12]([C:20]2[CH:21]=[CH:22][CH:23]=[CH:24][CH:25]=2)[C:13](=[O:19])[O:14][C:15]([CH3:17])([CH3:16])[CH3:18])[CH:6]=[CH:5][CH:4]=1)([CH3:42])[CH3:41]. Given the reactants [CH:1]([C:3]1[N:8]=[C:7]([C:9]2[CH:29]=[CH:28][CH:27]=[CH:26][C:10]=2[CH2:11][N:12]([C:20]2[CH:25]=[CH:24][CH:23]=[CH:22][CH:21]=2)[C:13](=[O:19])[O:14][C:15]([CH3:18])([CH3:17])[CH3:16])[CH:6]=[CH:5][CH:4]=1)=O.[CH:30]([C:33]1[CH:39]=[CH:38][CH:37]=[C:36]([CH:40]([CH3:42])[CH3:41])[C:34]=1[NH2:35])([CH3:32])[CH3:31].O.C1(C)C=CC(S(O)(=O)=O)=CC=1.[BH3-]C#N.[Na+].FC(F)(F)C(O)=O.[OH-].[Na+], predict the reaction product. (3) Given the reactants Cl[C:2]1[CH:37]=[CH:36][C:5]([C:6]([NH:8][C:9]2[CH:14]=[C:13]([C:15]([N:17]3[CH2:22][CH2:21][CH:20]([C:23]4[CH:28]=[CH:27][C:26]([C:29]5[CH:30]=[N:31][N:32]([CH3:34])[CH:33]=5)=[CH:25][CH:24]=4)[CH2:19][CH2:18]3)=[O:16])[CH:12]=[CH:11][C:10]=2[CH3:35])=[O:7])=[CH:4][N:3]=1.[CH:38]([NH2:41])([CH3:40])[CH3:39], predict the reaction product. The product is: [CH:38]([NH:41][C:2]1[CH:37]=[CH:36][C:5]([C:6]([NH:8][C:9]2[CH:14]=[C:13]([C:15]([N:17]3[CH2:22][CH2:21][CH:20]([C:23]4[CH:28]=[CH:27][C:26]([C:29]5[CH:30]=[N:31][N:32]([CH3:34])[CH:33]=5)=[CH:25][CH:24]=4)[CH2:19][CH2:18]3)=[O:16])[CH:12]=[CH:11][C:10]=2[CH3:35])=[O:7])=[CH:4][N:3]=1)([CH3:40])[CH3:39]. (4) The product is: [F:14][C:15]1[CH:16]=[C:17]([CH:21]=[CH:22][CH:23]=1)[CH2:18][O:19][N:20]=[C:2]([C:4]1[CH:9]=[CH:8][C:7]([O:10][CH3:11])=[C:6]([F:12])[CH:5]=1)[CH3:1]. Given the reactants [CH3:1][C:2]([C:4]1[CH:9]=[CH:8][C:7]([O:10][CH3:11])=[C:6]([F:12])[CH:5]=1)=O.Cl.[F:14][C:15]1[CH:16]=[C:17]([CH:21]=[CH:22][CH:23]=1)[CH2:18][O:19][NH2:20].N1C=CC=CC=1, predict the reaction product. (5) Given the reactants [Cl:1][C:2]1[CH:3]=[C:4]([CH:7]=[C:8]([Cl:10])[CH:9]=1)[CH:5]=[O:6].[CH:11]([Mg]Br)=[CH2:12].Cl.CCOC(C)=O, predict the reaction product. The product is: [Cl:1][C:2]1[CH:3]=[C:4]([CH:5]([OH:6])[CH:11]=[CH2:12])[CH:7]=[C:8]([Cl:10])[CH:9]=1. (6) Given the reactants [F:1][C:2]1[CH:3]=[C:4]([CH:10]2[CH2:12][CH:11]2[CH2:13][CH:14]=[O:15])[CH:5]=[CH:6][C:7]=1[O:8][CH3:9].[OH-:16].[Na+], predict the reaction product. The product is: [F:1][C:2]1[CH:3]=[C:4]([CH:10]2[CH2:12][CH:11]2[CH2:13][C:14]([OH:16])=[O:15])[CH:5]=[CH:6][C:7]=1[O:8][CH3:9]. (7) Given the reactants [F:1][CH:2]([F:24])[C:3]1[N:8]2[N:9]=[CH:10][C:11]([C:12]#[CH:13])=[C:7]2[N:6]=[C:5]([C:14]2[CH:19]=[CH:18][C:17]([C:20]([F:23])([F:22])[F:21])=[CH:16][CH:15]=2)[CH:4]=1.Br[C:26]1[C:27]([F:40])=[CH:28][C:29]([F:39])=[C:30]([S:32]([NH:35][CH2:36][CH2:37][OH:38])(=[O:34])=[O:33])[CH:31]=1, predict the reaction product. The product is: [F:24][CH:2]([F:1])[C:3]1[N:8]2[N:9]=[CH:10][C:11]([C:12]#[C:13][C:26]3[C:27]([F:40])=[CH:28][C:29]([F:39])=[C:30]([S:32]([NH:35][CH2:36][CH2:37][OH:38])(=[O:34])=[O:33])[CH:31]=3)=[C:7]2[N:6]=[C:5]([C:14]2[CH:19]=[CH:18][C:17]([C:20]([F:23])([F:22])[F:21])=[CH:16][CH:15]=2)[CH:4]=1. (8) Given the reactants FC1C=C(C2C=C(COS(C)(=O)=O)C(=O)N(CC(C)C)N=2)C=CC=1F.[F:26][C:27]1[CH:32]=[C:31]([F:33])[CH:30]=[CH:29][C:28]=1[C:34]1[CH:35]=[C:36]([C:45]([O:47]C)=[O:46])[C:37](=[O:44])[N:38]([CH2:40][CH:41]([CH3:43])[CH3:42])[N:39]=1, predict the reaction product. The product is: [C:45]([C:36]1[C:37](=[O:44])[N:38]([CH2:40][CH:41]([CH3:42])[CH3:43])[N:39]=[C:34]([C:28]2[CH:29]=[CH:30][C:31]([F:33])=[CH:32][C:27]=2[F:26])[CH:35]=1)([OH:47])=[O:46].